This data is from NCI-60 drug combinations with 297,098 pairs across 59 cell lines. The task is: Regression. Given two drug SMILES strings and cell line genomic features, predict the synergy score measuring deviation from expected non-interaction effect. (1) Drug 1: C1=NC(=NC(=O)N1C2C(C(C(O2)CO)O)O)N. Drug 2: CCC1(CC2CC(C3=C(CCN(C2)C1)C4=CC=CC=C4N3)(C5=C(C=C6C(=C5)C78CCN9C7C(C=CC9)(C(C(C8N6C)(C(=O)OC)O)OC(=O)C)CC)OC)C(=O)OC)O.OS(=O)(=O)O. Cell line: RPMI-8226. Synergy scores: CSS=7.93, Synergy_ZIP=1.41, Synergy_Bliss=2.25, Synergy_Loewe=-0.238, Synergy_HSA=0.128. (2) Drug 1: CCCS(=O)(=O)NC1=C(C(=C(C=C1)F)C(=O)C2=CNC3=C2C=C(C=N3)C4=CC=C(C=C4)Cl)F. Drug 2: CCC1=CC2CC(C3=C(CN(C2)C1)C4=CC=CC=C4N3)(C5=C(C=C6C(=C5)C78CCN9C7C(C=CC9)(C(C(C8N6C)(C(=O)OC)O)OC(=O)C)CC)OC)C(=O)OC.C(C(C(=O)O)O)(C(=O)O)O. Cell line: SF-295. Synergy scores: CSS=53.7, Synergy_ZIP=8.23, Synergy_Bliss=8.32, Synergy_Loewe=-25.3, Synergy_HSA=8.90. (3) Drug 1: CC(C1=C(C=CC(=C1Cl)F)Cl)OC2=C(N=CC(=C2)C3=CN(N=C3)C4CCNCC4)N. Drug 2: C1=NNC2=C1C(=O)NC=N2. Cell line: SR. Synergy scores: CSS=45.8, Synergy_ZIP=2.95, Synergy_Bliss=-1.10, Synergy_Loewe=-48.1, Synergy_HSA=-2.98. (4) Drug 1: COC1=CC(=CC(=C1O)OC)C2C3C(COC3=O)C(C4=CC5=C(C=C24)OCO5)OC6C(C(C7C(O6)COC(O7)C8=CC=CS8)O)O. Drug 2: COC1=C2C(=CC3=C1OC=C3)C=CC(=O)O2. Cell line: NCI-H522. Synergy scores: CSS=28.4, Synergy_ZIP=-9.73, Synergy_Bliss=-2.12, Synergy_Loewe=-27.6, Synergy_HSA=-1.05.